From a dataset of Peptide-MHC class II binding affinity with 134,281 pairs from IEDB. Regression. Given a peptide amino acid sequence and an MHC pseudo amino acid sequence, predict their binding affinity value. This is MHC class II binding data. (1) The peptide sequence is QIHQYIMALREEYFD. The MHC is HLA-DPA10103-DPB10301 with pseudo-sequence HLA-DPA10103-DPB10301. The binding affinity (normalized) is 0.819. (2) The peptide sequence is HLFKTTVNSLISDQL. The MHC is DRB1_0101 with pseudo-sequence DRB1_0101. The binding affinity (normalized) is 0.802. (3) The peptide sequence is YEVRAELPGVDPDKD. The MHC is DRB1_0401 with pseudo-sequence DRB1_0401. The binding affinity (normalized) is 0. (4) The MHC is DRB1_0405 with pseudo-sequence DRB1_0405. The binding affinity (normalized) is 0.177. The peptide sequence is PALFFTFLANLNLTE. (5) The peptide sequence is HYPLHLRYYRITYGE. The MHC is DRB1_1201 with pseudo-sequence DRB1_1201. The binding affinity (normalized) is 0.477. (6) The peptide sequence is AVVCGRRHGVRIRVR. The MHC is DRB1_0901 with pseudo-sequence DRB1_0901. The binding affinity (normalized) is 0.302. (7) The peptide sequence is AFKVAATAANQAPAN. The MHC is DRB1_0901 with pseudo-sequence DRB1_0901. The binding affinity (normalized) is 0.532.